From a dataset of Forward reaction prediction with 1.9M reactions from USPTO patents (1976-2016). Predict the product of the given reaction. (1) The product is: [C:16]([O:19][C@H:20]([CH3:26])[CH2:21][CH2:22][CH2:23][CH2:24][Br:25])(=[O:18])[CH3:17].[C:16]([O:19][C@H:20]([CH3:26])[CH2:21][CH2:22][CH2:23][CH2:24][N:5]1[C:6]2[N:7]=[CH:8][N:9]([CH3:13])[C:10]=2[C:11](=[O:12])[N:2]([CH3:1])[C:3]1=[O:4])(=[O:18])[CH3:17]. Given the reactants [CH3:1][N:2]1[C:11](=[O:12])[C:10]2[N:9]([CH3:13])[CH:8]=[N:7][C:6]=2[NH:5][C:3]1=[O:4].[H-].[Na+].[C:16]([O:19][C@H:20]([CH3:26])[CH2:21][CH2:22][CH2:23][CH2:24][Br:25])(=[O:18])[CH3:17].O, predict the reaction product. (2) Given the reactants [CH:1]1([CH2:7][CH2:8][N:9]2[C:17](CBr)=[N:16][C:15]3[C:10]2=[N:11][CH:12]=[N:13][C:14]=3[NH2:20])[CH2:6][CH2:5][CH2:4][CH2:3][CH2:2]1.[Na].[OH:22][CH2:23][P:24](=[O:31])([O:28][CH2:29][CH3:30])[O:25][CH2:26][CH3:27].[CH3:32]N(C=O)C, predict the reaction product. The product is: [CH:1]1([CH2:7][CH2:8][N:9]2[C:17]([O:22][CH2:23][P:24]([O:28][CH2:29][CH3:30])([O:25][CH2:26][CH3:27])=[O:31])=[N:16][C:15]3[C:10]2=[N:11][C:12]([CH3:32])=[N:13][C:14]=3[NH2:20])[CH2:6][CH2:5][CH2:4][CH2:3][CH2:2]1. (3) The product is: [F:1][C:2]1[CH:3]=[C:4]([N:5]2[C:24](=[O:25])[CH:23]=[C:22]([CH3:28])[N:18]=[C:19]2[CH3:21])[CH:6]=[CH:7][C:8]=1[N:9]1[CH:13]=[CH:12][CH:11]=[CH:10]1. Given the reactants [F:1][C:2]1[CH:3]=[C:4]([CH:6]=[CH:7][C:8]=1[N:9]1[CH:13]=[CH:12][CH:11]=[CH:10]1)[NH2:5].C[Al](C)C.[NH:18](/[C:22](/[CH3:28])=[CH:23]\[C:24](OC)=[O:25])[C:19]([CH3:21])=O, predict the reaction product. (4) Given the reactants [Cl:1][C:2]1[CH:3]=[C:4]([CH:16]=[CH:17][C:18]=1[C:19](=[N:21][OH:22])[NH2:20])[CH2:5][N:6]([CH3:15])[CH2:7][C:8]([O:10][C:11]([CH3:14])([CH3:13])[CH3:12])=[O:9].[CH3:23][O:24][CH2:25][C:26]1[CH:31]=[C:30]([C:32](O)=O)[CH:29]=[CH:28][C:27]=1[C:35]1[CH:40]=[CH:39][CH:38]=[CH:37][C:36]=1[CH3:41].C(Cl)CCl, predict the reaction product. The product is: [Cl:1][C:2]1[CH:3]=[C:4]([CH:16]=[CH:17][C:18]=1[C:19]1[N:20]=[C:32]([C:30]2[CH:29]=[CH:28][C:27]([C:35]3[CH:40]=[CH:39][CH:38]=[CH:37][C:36]=3[CH3:41])=[C:26]([CH2:25][O:24][CH3:23])[CH:31]=2)[O:22][N:21]=1)[CH2:5][N:6]([CH3:15])[CH2:7][C:8]([O:10][C:11]([CH3:12])([CH3:14])[CH3:13])=[O:9]. (5) Given the reactants FC(F)(F)C(O)=O.[OH:8][CH2:9][C:10]1[CH:15]=[C:14]([C:16]2[NH:24][C:23]3[CH2:22][CH2:21][NH:20][C:19](=[O:25])[C:18]=3[CH:17]=2)[CH:13]=[CH:12][N:11]=1, predict the reaction product. The product is: [O:25]=[C:19]1[C:18]2[CH:17]=[C:16]([C:14]3[CH:13]=[CH:12][N:11]=[C:10]([CH:9]=[O:8])[CH:15]=3)[NH:24][C:23]=2[CH2:22][CH2:21][NH:20]1. (6) Given the reactants [CH2:1]([N:8]1[CH:12]=[C:11]([C:13]([O:15]CC)=[O:14])[C:10]([O:18][CH2:19][C:20]2[CH:25]=[CH:24][C:23]([O:26][CH2:27][C:28]3[N:29]=[C:30]([C:34]4[O:35][CH:36]=[CH:37][CH:38]=4)[O:31][C:32]=3[CH3:33])=[C:22]([CH2:39][CH3:40])[CH:21]=2)=[N:9]1)[C:2]1[CH:7]=[CH:6][CH:5]=[CH:4][CH:3]=1.O1CCCC1.[OH-].[Na+].Cl, predict the reaction product. The product is: [CH2:1]([N:8]1[CH:12]=[C:11]([C:13]([OH:15])=[O:14])[C:10]([O:18][CH2:19][C:20]2[CH:25]=[CH:24][C:23]([O:26][CH2:27][C:28]3[N:29]=[C:30]([C:34]4[O:35][CH:36]=[CH:37][CH:38]=4)[O:31][C:32]=3[CH3:33])=[C:22]([CH2:39][CH3:40])[CH:21]=2)=[N:9]1)[C:2]1[CH:7]=[CH:6][CH:5]=[CH:4][CH:3]=1. (7) Given the reactants [Cl:1][C:2]1[CH:7]=[CH:6][C:5]([OH:8])=[CH:4][C:3]=1[C:9]1[C:18]2[C:13](=[C:14]([Cl:19])[CH:15]=[CH:16][CH:17]=2)[N:12]=[CH:11][N:10]=1.F[C:21]1[CH:26]=[C:25]([S:27]([CH2:30][CH3:31])(=[O:29])=[O:28])[CH:24]=[C:23]([F:32])[CH:22]=1, predict the reaction product. The product is: [Cl:19][C:14]1[CH:15]=[CH:16][CH:17]=[C:18]2[C:13]=1[N:12]=[CH:11][N:10]=[C:9]2[C:3]1[CH:4]=[C:5]([O:8][C:21]2[CH:22]=[C:23]([F:32])[CH:24]=[C:25]([S:27]([CH2:30][CH3:31])(=[O:29])=[O:28])[CH:26]=2)[CH:6]=[CH:7][C:2]=1[Cl:1].